Dataset: Full USPTO retrosynthesis dataset with 1.9M reactions from patents (1976-2016). Task: Predict the reactants needed to synthesize the given product. (1) Given the product [CH3:16][NH:17][C:10]([C:8]1[NH:9][C:5]([C:1]([CH3:2])([CH3:3])[CH3:4])=[CH:6][C:7]=1[N+:13]([O-:15])=[O:14])=[O:12], predict the reactants needed to synthesize it. The reactants are: [C:1]([C:5]1[NH:9][C:8]([C:10]([OH:12])=O)=[C:7]([N+:13]([O-:15])=[O:14])[CH:6]=1)([CH3:4])([CH3:3])[CH3:2].[CH3:16][N:17]1CCOCC1.CN.CCN=C=NCCCN(C)C.Cl.C(O)(=O)CC(CC(O)=O)(C(O)=O)O. (2) Given the product [N:1]1[CH:6]=[CH:5][CH:4]=[C:3]([CH:7]([C:30]2[CH:31]=[N:32][CH:33]=[CH:34][CH:35]=2)[CH2:8][C:9]2[C:10]([N:15]3[C:16]4[CH:21]=[CH:20][CH:19]=[CH:18][C:17]=4[N:22]=[C:23]3[CH2:24][C:25]([F:28])([F:27])[F:26])=[N:11][CH:12]=[CH:13][CH:14]=2)[CH:2]=1, predict the reactants needed to synthesize it. The reactants are: [N:1]1[CH:6]=[CH:5][CH:4]=[C:3]([CH:7]([C:30]2[CH:31]=[N:32][CH:33]=[CH:34][CH:35]=2)[CH2:8][C:9]2[C:10]([NH:15][C:16]3[CH:21]=[CH:20][CH:19]=[CH:18][C:17]=3[NH:22][C:23](=O)[CH2:24][C:25]([F:28])([F:27])[F:26])=[N:11][CH:12]=[CH:13][CH:14]=2)[CH:2]=1.O=P(Cl)(Cl)Cl. (3) Given the product [CH2:2]([CH:4]([CH2:7][CH2:8][CH2:9][CH3:10])[CH2:5][C:16]1[C:17]2[S:18][CH:19]=[CH:20][C:21]=2[C:22]([CH2:5][CH:4]([CH2:2][CH3:3])[CH2:7][CH2:8][CH2:9][CH3:10])=[C:12]2[S:11][CH:15]=[CH:14][C:13]=12)[CH3:3], predict the reactants needed to synthesize it. The reactants are: [Mg].[CH2:2]([CH:4]([CH2:7][CH2:8][CH2:9][CH3:10])[CH2:5]Br)[CH3:3].[S:11]1[CH:15]=[CH:14][C:13]2[C:16](=O)[C:17]3[S:18][CH:19]=[CH:20][C:21]=3[C:22](=O)[C:12]1=2.Cl[Sn]Cl. (4) Given the product [CH3:12][O:11][C:3]1[CH:4]=[C:5]([N+:8]([O-:10])=[O:9])[CH:6]=[CH:7][C:2]=1[N:13]1[CH2:18][CH2:17][O:16][CH2:15][CH2:14]1, predict the reactants needed to synthesize it. The reactants are: Br[C:2]1[CH:7]=[CH:6][C:5]([N+:8]([O-:10])=[O:9])=[CH:4][C:3]=1[O:11][CH3:12].[NH:13]1[CH2:18][CH2:17][O:16][CH2:15][CH2:14]1.